This data is from Forward reaction prediction with 1.9M reactions from USPTO patents (1976-2016). The task is: Predict the product of the given reaction. (1) Given the reactants [CH3:1][O:2][CH2:3][O:4][C:5]1[CH:22]=[CH:21][C:8]([CH:9]=[C:10]([C:16]([O:18][CH2:19][CH3:20])=[O:17])[C:11]([O:13][CH2:14][CH3:15])=[O:12])=[CH:7][CH:6]=1, predict the reaction product. The product is: [CH3:1][O:2][CH2:3][O:4][C:5]1[CH:6]=[CH:7][C:8]([CH2:9][CH:10]([C:16]([O:18][CH2:19][CH3:20])=[O:17])[C:11]([O:13][CH2:14][CH3:15])=[O:12])=[CH:21][CH:22]=1. (2) Given the reactants [NH:1]1[CH2:6][CH2:5][NH:4][CH2:3][CH:2]1[C:7]([O:9][CH3:10])=[O:8].Cl[C:12]1[CH:19]=[CH:18][C:15]([C:16]#[N:17])=[CH:14][N:13]=1, predict the reaction product. The product is: [C:16]([C:15]1[CH:18]=[CH:19][C:12]([N:4]2[CH2:5][CH2:6][NH:1][CH:2]([C:7]([O:9][CH3:10])=[O:8])[CH2:3]2)=[N:13][CH:14]=1)#[N:17]. (3) The product is: [C:18]([O:22][C:23]([N:25]1[CH2:26][CH:27]2[CH:31]([CH2:30][N:29]([CH2:10][CH2:9][NH2:8])[CH2:28]2)[CH2:32]1)=[O:24])([CH3:21])([CH3:19])[CH3:20]. Given the reactants C(OC([N:8]1CCN(CCCN)[CH2:10][CH2:9]1)=O)(C)(C)C.[C:18]([O:22][C:23]([N:25]1[CH2:32][CH:31]2[CH:27]([CH2:28][NH:29][CH2:30]2)[CH2:26]1)=[O:24])([CH3:21])([CH3:20])[CH3:19], predict the reaction product. (4) Given the reactants [OH:1][C:2]1[CH:9]=[CH:8][C:7]([C:10]([F:13])([F:12])[F:11])=[CH:6][C:3]=1[CH:4]=[O:5].[C:14]([O:18][C:19]([N:21]1[CH2:26][CH2:25][CH:24](OS(C)(=O)=O)[CH2:23][CH2:22]1)=[O:20])([CH3:17])([CH3:16])[CH3:15].C([O-])([O-])=O.[K+].[K+], predict the reaction product. The product is: [C:14]([O:18][C:19]([N:21]1[CH2:26][CH2:25][CH:24]([O:1][C:2]2[CH:9]=[CH:8][C:7]([C:10]([F:11])([F:12])[F:13])=[CH:6][C:3]=2[CH:4]=[O:5])[CH2:23][CH2:22]1)=[O:20])([CH3:17])([CH3:15])[CH3:16]. (5) Given the reactants COC(C1C(C)=CC(C(O)=O)=CC=1C)=O.C1(P(N=[N+]=[N-])(C2C=CC=CC=2)=O)C=CC=CC=1.C(N(C(C)C)CC)(C)C.C(=O)=O.[CH3:45][C:46]1[CH:47]=[C:48]([N:57]=[C:58]=[O:59])[CH:49]=[C:50]([CH3:56])[C:51]=1[C:52]([O:54][CH3:55])=[O:53].Cl.[NH:61]1[C:69]2[CH:68]=[CH:67][CH:66]=[C:65]([CH2:70][NH2:71])[C:64]=2[CH:63]=[CH:62]1, predict the reaction product. The product is: [NH:61]1[C:69]2[C:64](=[C:65]([CH2:70][NH:71][C:58]([NH:57][C:48]3[CH:49]=[C:50]([CH3:56])[C:51]([C:52]([O:54][CH3:55])=[O:53])=[C:46]([CH3:45])[CH:47]=3)=[O:59])[CH:66]=[CH:67][CH:68]=2)[CH:63]=[CH:62]1. (6) The product is: [C:14]([O:1][C:2]1[CH:3]=[C:4]([CH:9]=[CH:10][C:11]=1[O:12][CH3:13])[C:5]([O:7][CH3:8])=[O:6])(=[O:16])[CH3:15]. Given the reactants [OH:1][C:2]1[CH:3]=[C:4]([CH:9]=[CH:10][C:11]=1[O:12][CH3:13])[C:5]([O:7][CH3:8])=[O:6].[C:14]([O-])(=[O:16])[CH3:15].[Na+], predict the reaction product. (7) Given the reactants [F:1][C:2]([F:28])([F:27])[CH:3]([C:18]1[CH:23]=[C:22]([Cl:24])[C:21]([Cl:25])=[C:20]([Cl:26])[CH:19]=1)/[CH:4]=[CH:5]/[C:6]1[C:15]2[C:10](=[CH:11][CH:12]=[CH:13][CH:14]=2)[C:9]([CH2:16][NH2:17])=[CH:8][CH:7]=1.CCN(CC)CC.[CH2:36]([N:38]=[C:39]=[O:40])[CH3:37], predict the reaction product. The product is: [CH2:36]([NH:38][C:39]([NH:17][CH2:16][C:9]1[C:10]2[C:15](=[CH:14][CH:13]=[CH:12][CH:11]=2)[C:6](/[CH:5]=[CH:4]/[CH:3]([C:18]2[CH:19]=[C:20]([Cl:26])[C:21]([Cl:25])=[C:22]([Cl:24])[CH:23]=2)[C:2]([F:1])([F:27])[F:28])=[CH:7][CH:8]=1)=[O:40])[CH3:37].